From a dataset of Catalyst prediction with 721,799 reactions and 888 catalyst types from USPTO. Predict which catalyst facilitates the given reaction. (1) Reactant: C=O.[Cl:3][C:4]1[CH:29]=[CH:28][C:7]2[N:8]3[C:12]([CH2:13][NH:14][CH2:15][C:6]=2[CH:5]=1)=[N:11][N:10]=[C:9]3[CH:16]1[CH2:21][CH2:20][N:19]([C:22]2[CH:27]=[CH:26][CH:25]=[CH:24][N:23]=2)[CH2:18][CH2:17]1.[C:30](O[BH-](OC(=O)C)OC(=O)C)(=O)C.[Na+]. Product: [ClH:3].[ClH:3].[ClH:3].[Cl:3][C:4]1[CH:29]=[CH:28][C:7]2[N:8]3[C:12]([CH2:13][N:14]([CH3:30])[CH2:15][C:6]=2[CH:5]=1)=[N:11][N:10]=[C:9]3[CH:16]1[CH2:17][CH2:18][N:19]([C:22]2[CH:27]=[CH:26][CH:25]=[CH:24][N:23]=2)[CH2:20][CH2:21]1. The catalyst class is: 4. (2) Reactant: [Cl:1][C:2]1[CH:3]=[C:4]([CH:9]=[C:10]([OH:12])[CH:11]=1)[C:5]([O:7][CH3:8])=[O:6].Cl[CH:14]([CH3:18])[C:15](=[O:17])[CH3:16].[C:19](=O)([O-])[O-].[K+].[K+].[I-].[K+].[CH3:27][C:28](C)=[O:29]. Product: [Cl:1][C:2]1[CH:3]=[C:4]([CH:9]=[C:10]([O:12][CH:14]([C:15](=[O:17])[CH3:16])[CH3:18])[CH:11]=1)[C:5]([O:7][CH:8]([C:28](=[O:29])[CH3:27])[CH3:19])=[O:6]. The catalyst class is: 280.